This data is from Forward reaction prediction with 1.9M reactions from USPTO patents (1976-2016). The task is: Predict the product of the given reaction. (1) The product is: [Cl:19][C:6]1[C:7]2[O:11][CH2:10][O:9][C:8]=2[CH:12]=[CH:13][C:5]=1[OH:4]. Given the reactants COC[O:4][C:5]1[CH:13]=[CH:12][C:8]2[O:9][CH2:10][O:11][C:7]=2[CH:6]=1.[Li]CCCC.[Cl:19]C(Cl)(Cl)C(Cl)(Cl)Cl.Cl, predict the reaction product. (2) The product is: [CH2:1]([O:8][C:9]1[CH:10]=[C:11]([O:12][C:13]2[CH:18]=[N:17][C:16]([S:19]([CH3:22])(=[O:21])=[O:20])=[CH:15][CH:14]=2)[CH:23]=[CH:24][C:25]=1[NH2:26])[C:2]1[CH:3]=[CH:4][CH:5]=[CH:6][CH:7]=1. Given the reactants [CH2:1]([O:8][C:9]1[CH:10]=[C:11]([CH:23]=[CH:24][C:25]=1[N+:26]([O-])=O)[O:12][C:13]1[CH:14]=[CH:15][C:16]([S:19]([CH3:22])(=[O:21])=[O:20])=[N:17][CH:18]=1)[C:2]1[CH:7]=[CH:6][CH:5]=[CH:4][CH:3]=1.[Cl-].[Ca+2].[Cl-].C(O)C, predict the reaction product. (3) The product is: [O:1]1[CH:5]=[CH:4][CH:3]=[C:2]1[C:6]1[N:14]=[C:13]([O:1][CH2:2][CH2:3][CH3:4])[N:12]=[C:11]2[C:7]=1[N:8]=[CH:9][N:10]2[CH2:18][C:19]1[CH:20]=[CH:21][C:22]([O:25][CH3:26])=[CH:23][CH:24]=1. Given the reactants [O:1]1[CH:5]=[CH:4][CH:3]=[C:2]1[C:6]1[N:14]=[C:13]([N+]([O-])=O)[N:12]=[C:11]2[C:7]=1[N:8]=[CH:9][N:10]2[CH2:18][C:19]1[CH:24]=[CH:23][C:22]([O:25][CH3:26])=[CH:21][CH:20]=1.[F-].[K+], predict the reaction product.